From a dataset of Catalyst prediction with 721,799 reactions and 888 catalyst types from USPTO. Predict which catalyst facilitates the given reaction. (1) Reactant: F[B-](F)(F)F.[CH3:6][O+:7]([CH3:9])C.[C:10]([NH:14][C:15]1[C:16]([CH3:35])=[N:17][C:18]2[C:23]([N:24]=1)=[C:22]([C:25]1[NH:33][C:32]3[CH2:31][CH2:30][NH:29]C(=O)[C:27]=3[CH:26]=1)[CH:21]=[CH:20][CH:19]=2)([CH3:13])([CH3:12])[CH3:11].CO. Product: [C:10]([NH:14][C:15]1[C:16]([CH3:35])=[N:17][C:18]2[C:23](=[C:22]([C:25]3[NH:33][C:32]4[CH2:31][CH2:30][N:29]=[C:6]([O:7][CH3:9])[C:27]=4[CH:26]=3)[CH:21]=[CH:20][CH:19]=2)[N:24]=1)([CH3:11])([CH3:13])[CH3:12]. The catalyst class is: 2. (2) Reactant: [Cl:1][C:2]1[CH:7]=[CH:6][CH:5]=[C:4]([Cl:8])[C:3]=1[NH:9][C:10]1[NH:11][C:12]2[C:18]3[CH2:19][C:20]([CH3:23])([CH3:22])[O:21][C:17]=3[C:16]([C:24](O)=[O:25])=[CH:15][C:13]=2[N:14]=1.S(Cl)(Cl)=O.[CH:31]1([C:34]2[CH:35]=[CH:36][C:37]([F:41])=[C:38]([CH:40]=2)[NH2:39])[CH2:33][CH2:32]1.CCN(C(C)C)C(C)C. Product: [CH:31]1([C:34]2[CH:35]=[CH:36][C:37]([F:41])=[C:38]([NH:39][C:24]([C:16]3[C:17]4[O:21][C:20]([CH3:23])([CH3:22])[CH2:19][C:18]=4[C:12]4[NH:11][C:10]([NH:9][C:3]5[C:2]([Cl:1])=[CH:7][CH:6]=[CH:5][C:4]=5[Cl:8])=[N:14][C:13]=4[CH:15]=3)=[O:25])[CH:40]=2)[CH2:33][CH2:32]1. The catalyst class is: 1. (3) Reactant: C([O:3][C:4]([C:6]1[O:7][C:8]2[CH:15]=[CH:14][CH:13]=[C:12]([CH2:16][CH2:17][CH2:18][O:19][CH3:20])[C:9]=2[C:10]=1[CH3:11])=[O:5])C.[Li+].[OH-].Cl. Product: [CH3:20][O:19][CH2:18][CH2:17][CH2:16][C:12]1[C:9]2[C:10]([CH3:11])=[C:6]([C:4]([OH:5])=[O:3])[O:7][C:8]=2[CH:15]=[CH:14][CH:13]=1. The catalyst class is: 83. (4) Reactant: [CH2:1]([O:3][C:4]([C:6]1[N:7]=[C:8]2[CH:13]=[CH:12][C:11]([C:14]#[N:15])=[CH:10][N:9]2[CH:16]=1)=[O:5])[CH3:2].[C:17]([O:21][C:22](O[C:22]([O:21][C:17]([CH3:20])([CH3:19])[CH3:18])=[O:23])=[O:23])([CH3:20])([CH3:19])[CH3:18]. Product: [C:17]([O:21][C:22]([NH:15][CH2:14][C:11]1[CH:12]=[CH:13][C:8]2[N:9]([CH:16]=[C:6]([C:4]([O:3][CH2:1][CH3:2])=[O:5])[N:7]=2)[CH:10]=1)=[O:23])([CH3:20])([CH3:19])[CH3:18]. The catalyst class is: 29.